This data is from Forward reaction prediction with 1.9M reactions from USPTO patents (1976-2016). The task is: Predict the product of the given reaction. (1) Given the reactants C(Cl)(=O)C(Cl)=O.CS(C)=O.[O:11]1[C:16]2[CH:17]=[CH:18][CH:19]=[CH:20][C:15]=2[O:14][CH:13]=[C:12]1[CH2:21][OH:22].C(N(CC)CC)C.Cl, predict the reaction product. The product is: [O:11]1[C:16]2[CH:17]=[CH:18][CH:19]=[CH:20][C:15]=2[O:14][CH:13]=[C:12]1[CH:21]=[O:22]. (2) Given the reactants [CH:1]([CH:4]1[CH2:8][N:7](S(C2C=CC(C)=CC=2)(=O)=O)[C:6]([C:19]([OH:21])=[O:20])=[CH:5]1)([CH3:3])[CH3:2].[CH2:22]1CCN2C(=NCCC2)CC1, predict the reaction product. The product is: [CH3:22][O:21][C:19]([C:6]1[NH:7][CH:8]=[C:4]([CH:1]([CH3:3])[CH3:2])[CH:5]=1)=[O:20].